From a dataset of Forward reaction prediction with 1.9M reactions from USPTO patents (1976-2016). Predict the product of the given reaction. (1) Given the reactants CC([O-])(C)C.[Na+].Br[C:8]1[CH:9]=[C:10]2[C:14](=[CH:15][CH:16]=1)[N:13]([Si:17]([C:20]([CH3:23])([CH3:22])[CH3:21])([CH3:19])[CH3:18])[CH:12]=[CH:11]2.[C:24]([O:28][C:29]([N:31]1[CH2:36][CH2:35][NH:34][CH:33]([CH2:37][C:38]2[CH:43]=[CH:42][CH:41]=[CH:40][CH:39]=2)[CH2:32]1)=[O:30])([CH3:27])([CH3:26])[CH3:25], predict the reaction product. The product is: [C:24]([O:28][C:29]([N:31]1[CH2:36][CH2:35][N:34]([C:8]2[CH:9]=[C:10]3[C:14](=[CH:15][CH:16]=2)[N:13]([Si:17]([C:20]([CH3:23])([CH3:22])[CH3:21])([CH3:19])[CH3:18])[CH:12]=[CH:11]3)[CH:33]([CH2:37][C:38]2[CH:39]=[CH:40][CH:41]=[CH:42][CH:43]=2)[CH2:32]1)=[O:30])([CH3:27])([CH3:25])[CH3:26]. (2) Given the reactants [C:1]([N:11]1[CH2:16][CH2:15][CH:14]([C:17]([OH:19])=O)[CH2:13][CH2:12]1)([O:3][CH2:4][C:5]1[CH:10]=[CH:9][CH:8]=[CH:7][CH:6]=1)=[O:2].S(Cl)([Cl:22])=O, predict the reaction product. The product is: [CH2:4]([O:3][C:1]([N:11]1[CH2:16][CH2:15][CH:14]([C:17]([Cl:22])=[O:19])[CH2:13][CH2:12]1)=[O:2])[C:5]1[CH:10]=[CH:9][CH:8]=[CH:7][CH:6]=1. (3) Given the reactants I[C:2]1[CH:12]=[CH:11][C:5]([C:6]([O:8][CH2:9][CH3:10])=[O:7])=[CH:4][CH:3]=1.[CH:13]1(/[CH:16]=[CH:17]/B2OC(C)(C)C(C)(C)O2)[CH2:15][CH2:14]1.[OH-].[Na+].O, predict the reaction product. The product is: [CH:13]1(/[CH:16]=[CH:17]/[C:2]2[CH:12]=[CH:11][C:5]([C:6]([O:8][CH2:9][CH3:10])=[O:7])=[CH:4][CH:3]=2)[CH2:15][CH2:14]1. (4) Given the reactants [C:1]([C:3]1[CH:4]=[C:5]([C:23]([O:25][CH2:26][CH3:27])=[O:24])[C:6](=[O:22])[N:7]2[C:12]=1[CH:11]=[CH:10][CH:9]=[C:8]2[C:13]1[C:18]([CH3:19])=[CH:17][C:16]([CH3:20])=[CH:15][C:14]=1[CH3:21])#[N:2].Cl.[CH4:29].[CH:30](=O)[CH2:31][CH3:32].C(O[BH-](O[C:44](=O)[CH3:45])OC(=O)C)(=O)C.[Na+], predict the reaction product. The product is: [CH2:30]([N:2]([CH2:1][C:3]1[CH:4]=[C:5]([C:23]([O:25][CH2:26][CH3:27])=[O:24])[C:6](=[O:22])[N:7]2[C:12]=1[CH:11]=[CH:10][CH:9]=[C:8]2[C:13]1[C:18]([CH3:19])=[CH:17][C:16]([CH3:20])=[CH:15][C:14]=1[CH3:21])[CH2:29][CH2:44][CH3:45])[CH2:31][CH3:32]. (5) Given the reactants Cl[C:2]1[CH:7]=[C:6]([C:8]2[CH:13]=[CH:12][C:11]([F:14])=[C:10]([Cl:15])[CH:9]=2)[N:5]=[C:4]2[CH2:16][CH2:17][CH2:18][C:3]=12.[CH2:19]([O:21][C:22](=[O:31])[CH2:23][C:24]1[CH:29]=[CH:28][C:27]([NH2:30])=[CH:26][CH:25]=1)[CH3:20], predict the reaction product. The product is: [Cl:15][C:10]1[CH:9]=[C:8]([C:6]2[N:5]=[C:4]3[CH2:16][CH2:17][CH2:18][C:3]3=[C:2]([NH:30][C:27]3[CH:26]=[CH:25][C:24]([CH2:23][C:22]([O:21][CH2:19][CH3:20])=[O:31])=[CH:29][CH:28]=3)[CH:7]=2)[CH:13]=[CH:12][C:11]=1[F:14]. (6) Given the reactants C([O:3][C:4]([C:6]1[S:10][C:9]2[C:11]([Br:14])=[CH:12][S:13][C:8]=2[C:7]=1[CH2:15][CH2:16][CH2:17][CH2:18][CH2:19][CH2:20][CH2:21][CH2:22][CH2:23][CH2:24][CH2:25][CH2:26][CH3:27])=[O:5])C.[OH-].[Li+], predict the reaction product. The product is: [Br:14][C:11]1[C:9]2[S:10][C:6]([C:4]([OH:5])=[O:3])=[C:7]([CH2:15][CH2:16][CH2:17][CH2:18][CH2:19][CH2:20][CH2:21][CH2:22][CH2:23][CH2:24][CH2:25][CH2:26][CH3:27])[C:8]=2[S:13][CH:12]=1. (7) Given the reactants [CH2:1]([O:3][C:4]([CH:6]1[C:15]([CH2:16]O)=[CH:14][C:13]2[C:8](=[CH:9][CH:10]=[CH:11][CH:12]=2)[O:7]1)=[O:5])[CH3:2].C(Br)(Br)(Br)[Br:19].C1(P(C2C=CC=CC=2)C2C=CC=CC=2)C=CC=CC=1, predict the reaction product. The product is: [CH2:1]([O:3][C:4]([CH:6]1[C:15]([CH2:16][Br:19])=[CH:14][C:13]2[C:8](=[CH:9][CH:10]=[CH:11][CH:12]=2)[O:7]1)=[O:5])[CH3:2]. (8) Given the reactants [NH2:1][C:2]1[CH:3]=[C:4]([CH:8]=[CH:9][CH:10]=1)[C:5]([OH:7])=[O:6].C(N(CC)CC)C.O.[CH3:19][C:20]([O:23][C:24](O[C:24]([O:23][C:20]([CH3:22])([CH3:21])[CH3:19])=[O:25])=[O:25])([CH3:22])[CH3:21], predict the reaction product. The product is: [C:20]([O:23][C:24]([NH:1][C:2]1[CH:3]=[C:4]([CH:8]=[CH:9][CH:10]=1)[C:5]([OH:7])=[O:6])=[O:25])([CH3:22])([CH3:21])[CH3:19].